This data is from Forward reaction prediction with 1.9M reactions from USPTO patents (1976-2016). The task is: Predict the product of the given reaction. (1) Given the reactants [CH:1](NC(C)C)(C)C.C([Li])CCC.[F:13][C:14]1[CH:15]=[C:16]([CH2:20][C:21]([OH:23])=[O:22])[CH:17]=[CH:18][CH:19]=1.IC, predict the reaction product. The product is: [F:13][C:14]1[CH:15]=[C:16]([CH:20]([CH3:1])[C:21]([OH:23])=[O:22])[CH:17]=[CH:18][CH:19]=1. (2) The product is: [CH3:7][O:8][CH:9]1[CH2:12][N:11]([C:13](=[O:25])[CH2:14][C:15]2[C:23]3[C:18](=[CH:19][CH:20]=[CH:21][CH:22]=3)[N:17]([CH2:2][C:3]([O:5][CH3:6])=[O:4])[C:16]=2[CH3:24])[CH2:10]1. Given the reactants Br[CH2:2][C:3]([O:5][CH3:6])=[O:4].[CH3:7][O:8][CH:9]1[CH2:12][N:11]([C:13](=[O:25])[CH2:14][C:15]2[C:23]3[C:18](=[CH:19][CH:20]=[CH:21][CH:22]=3)[NH:17][C:16]=2[CH3:24])[CH2:10]1, predict the reaction product. (3) Given the reactants [CH2:1]([C:3]1[CH:8]=[CH:7][C:6]([CH:9]2[CH2:14][N:13]([C:15]([N:17]3[CH2:22][CH2:21][CH:20]([OH:23])[CH2:19][CH2:18]3)=[O:16])[CH2:12][CH:11]([C:24]([OH:26])=O)[CH2:10]2)=[CH:5][CH:4]=1)[CH3:2].O[N:28]=[C:29]([C:31]1[N:36]=[CH:35][CH:34]=[CH:33][N:32]=1)[NH2:30], predict the reaction product. The product is: [CH2:1]([C:3]1[CH:8]=[CH:7][C:6]([CH:9]2[CH2:10][CH:11]([C:24]3[O:26][N:30]=[C:29]([C:31]4[N:36]=[CH:35][CH:34]=[CH:33][N:32]=4)[N:28]=3)[CH2:12][N:13]([C:15]([N:17]3[CH2:18][CH2:19][CH:20]([OH:23])[CH2:21][CH2:22]3)=[O:16])[CH2:14]2)=[CH:5][CH:4]=1)[CH3:2]. (4) Given the reactants [NH2:1][C:2]1[S:3][C:4]([C:13]#[N:14])=[C:5]([C:7]2[CH:12]=[CH:11][CH:10]=[CH:9][CH:8]=2)[N:6]=1.Cl.[NH2:16][OH:17].C(=O)([O-])[O-].[K+].[K+], predict the reaction product. The product is: [NH2:1][C:2]1[S:3][C:4]([C:13]([NH:16][OH:17])=[NH:14])=[C:5]([C:7]2[CH:12]=[CH:11][CH:10]=[CH:9][CH:8]=2)[N:6]=1.